Dataset: Full USPTO retrosynthesis dataset with 1.9M reactions from patents (1976-2016). Task: Predict the reactants needed to synthesize the given product. (1) Given the product [C:12]1([S:9]([N:5]2[CH2:6][CH2:7][CH2:8][C@H:4]2[C:3]([OH:18])=[O:2])(=[O:11])=[O:10])[CH:13]=[CH:14][CH:15]=[CH:16][CH:17]=1, predict the reactants needed to synthesize it. The reactants are: C[O:2][C:3](=[O:18])[C@@H:4]1[CH2:8][CH2:7][CH2:6][N:5]1[S:9]([C:12]1[CH:17]=[CH:16][CH:15]=[CH:14][CH:13]=1)(=[O:11])=[O:10].[Li+].[OH-]. (2) Given the product [Cl:1][C:2]1[N:11]=[C:10]([C:12]([O:14][CH2:15][CH3:16])=[O:19])[C:9]2[C:4](=[CH:5][C:6]([F:17])=[CH:7][CH:8]=2)[N:3]=1, predict the reactants needed to synthesize it. The reactants are: [Cl:1][C:2]1[N:11]=[C:10]([C:12]([O:14][CH2:15][CH3:16])=C)[C:9]2[C:4](=[CH:5][C:6]([F:17])=[CH:7][CH:8]=2)[N:3]=1.[Mn]([O-])(=O)(=O)=[O:19].[K+]. (3) Given the product [OH:42][CH2:41][CH2:43][NH:44][C:13]([C:12]1[CH:11]=[CH:10][C:9]([B:4]([OH:3])[OH:5])=[CH:17][CH:16]=1)=[O:15], predict the reactants needed to synthesize it. The reactants are: CC1(C)C(C)(C)[O:5][B:4]([C:9]2[CH:17]=[CH:16][C:12]([C:13]([OH:15])=O)=[CH:11][CH:10]=2)[O:3]1.C1C=CC2N(O)N=NC=2C=1.CCN=C=NCCCN(C)C.Cl.[CH2:41]([CH2:43][NH2:44])[OH:42]. (4) The reactants are: [CH2:1]([N:3]([CH2:6][CH3:7])[CH2:4][CH3:5])[CH3:2].[C:8]([OH:11])(=[O:10])[CH3:9]. Given the product [C:8]([O-:11])(=[O:10])[CH3:9].[CH2:1]([NH+:3]([CH2:6][CH3:7])[CH2:4][CH3:5])[CH3:2], predict the reactants needed to synthesize it. (5) Given the product [Cl:1][C:2]1[C:3]([N:9]2[CH:13]=[C:12]([CH2:14][CH2:15][CH2:16][O:17][C:22]3[C:27]([O:28][CH3:29])=[CH:26][CH:25]=[CH:24][C:23]=3[CH2:30][C:31]([OH:33])=[O:32])[C:11]([CH:18]([CH3:20])[CH3:19])=[N:10]2)=[N:4][CH:5]=[C:6]([Cl:8])[CH:7]=1, predict the reactants needed to synthesize it. The reactants are: [Cl:1][C:2]1[C:3]([N:9]2[CH:13]=[C:12]([CH2:14][CH2:15][CH2:16][OH:17])[C:11]([CH:18]([CH3:20])[CH3:19])=[N:10]2)=[N:4][CH:5]=[C:6]([Cl:8])[CH:7]=1.O[C:22]1[C:27]([O:28][CH3:29])=[CH:26][CH:25]=[CH:24][C:23]=1[CH2:30][C:31]([O:33]C)=[O:32].C(P(CCCC)CCCC)CCC.N(C(N1CCCCC1)=O)=NC(N1CCCCC1)=O. (6) The reactants are: [Br:1][C:2]1[C:9]([OH:10])=[CH:8][CH:7]=[CH:6][C:3]=1[CH:4]=[O:5].CS(O[CH2:16][CH2:17][CH2:18][NH:19][C:20]([O:22][C:23]([CH3:26])([CH3:25])[CH3:24])=[O:21])(=O)=O.C([O-])([O-])=O.[Cs+].[Cs+]. Given the product [Br:1][C:2]1[C:3]([CH:4]=[O:5])=[CH:6][CH:7]=[CH:8][C:9]=1[O:10][CH2:16][CH2:17][CH2:18][NH:19][C:20](=[O:21])[O:22][C:23]([CH3:26])([CH3:25])[CH3:24], predict the reactants needed to synthesize it.